From a dataset of Full USPTO retrosynthesis dataset with 1.9M reactions from patents (1976-2016). Predict the reactants needed to synthesize the given product. (1) Given the product [F:27][C:24]1[CH:25]=[CH:26][C:21]([O:20][CH2:19][CH2:18][CH2:17][N:1]2[CH2:2][CH2:3][CH:4]([N:7]3[C:11]4[CH:12]=[CH:13][CH:14]=[CH:15][C:10]=4[N:9]=[CH:8]3)[CH2:5][CH2:6]2)=[CH:22][CH:23]=1, predict the reactants needed to synthesize it. The reactants are: [NH:1]1[CH2:6][CH2:5][CH:4]([N:7]2[C:11]3[CH:12]=[CH:13][CH:14]=[CH:15][C:10]=3[N:9]=[CH:8]2)[CH2:3][CH2:2]1.Cl[CH2:17][CH2:18][CH2:19][O:20][C:21]1[CH:26]=[CH:25][C:24]([F:27])=[CH:23][CH:22]=1.C([O-])([O-])=O.[K+].[K+].O. (2) Given the product [CH3:1][O:2][C:3]([CH:5]1[CH2:6][C:7]2[C:12](=[CH:11][CH:10]=[C:9]([O:14][CH3:15])[CH:8]=2)[CH2:13]1)=[O:4], predict the reactants needed to synthesize it. The reactants are: [CH3:1][O:2][C:3]([CH:5]1[CH2:13][C:12]2[C:7](=[CH:8][C:9]([O:14][CH3:15])=[CH:10][CH:11]=2)[C:6]1=O)=[O:4].C(O)(=O)C.Cl(O)(=O)(=O)=O. (3) Given the product [C:26]1([C:25](=[N:38][C:2]2[CH:7]=[CH:6][C:5]3[C:8]4([CH2:23][O:24][C:4]=3[CH:3]=2)[C:16]2[C:11](=[CH:12][CH:13]=[CH:14][CH:15]=2)[N:10]([CH2:17][CH2:18][CH2:19][CH2:20][CH3:21])[C:9]4=[O:22])[C:32]2[CH:33]=[CH:34][CH:35]=[CH:36][CH:37]=2)[CH:31]=[CH:30][CH:29]=[CH:28][CH:27]=1, predict the reactants needed to synthesize it. The reactants are: Br[C:2]1[CH:7]=[CH:6][C:5]2[C:8]3([CH2:23][O:24][C:4]=2[CH:3]=1)[C:16]1[C:11](=[CH:12][CH:13]=[CH:14][CH:15]=1)[N:10]([CH2:17][CH2:18][CH2:19][CH2:20][CH3:21])[C:9]3=[O:22].[C:25](=[NH:38])([C:32]1[CH:37]=[CH:36][CH:35]=[CH:34][CH:33]=1)[C:26]1[CH:31]=[CH:30][CH:29]=[CH:28][CH:27]=1.CC(C)([O-])C.[Na+].C1(P(C2C=CC=CC=2)C2C=CC3C(=CC=CC=3)C=2C2C3C(=CC=CC=3)C=CC=2P(C2C=CC=CC=2)C2C=CC=CC=2)C=CC=CC=1. (4) Given the product [C:76]([C:68]1[CH:69]=[C:70]([C:2]2[C:3]3[CH:10]=[C:9]([C:26]4[CH:25]=[CH:24][C:23]([N:36]5[CH2:37][CH2:38][O:39][CH2:40][CH2:41]5)=[CH:22][C:21]=4[CH3:20])[N:8]([CH2:12][O:13][CH2:14][CH2:15][Si:16]([CH3:19])([CH3:18])[CH3:17])[C:4]=3[N:5]=[CH:6][N:7]=2)[CH:71]=[CH:72][C:67]=1[O:66][CH:63]1[CH2:64][CH2:65][N:60]([C:58]([O:57][C:53]([CH3:56])([CH3:55])[CH3:54])=[O:59])[CH2:61][CH2:62]1)#[N:77], predict the reactants needed to synthesize it. The reactants are: Cl[C:2]1[C:3]2[CH:10]=[C:9](I)[N:8]([CH2:12][O:13][CH2:14][CH2:15][Si:16]([CH3:19])([CH3:18])[CH3:17])[C:4]=2[N:5]=[CH:6][N:7]=1.[CH3:20][C:21]1[CH:22]=[C:23]([N:36]2[CH2:41][CH2:40][O:39][CH2:38][CH2:37]2)[CH:24]=[CH:25][C:26]=1B1OC(C)(C)C(C)(C)O1.C([O-])([O-])=O.[Na+].[Na+].C([O-])(=O)C.[K+].[C:53]([O:57][C:58]([N:60]1[CH2:65][CH2:64][CH:63]([O:66][C:67]2[CH:72]=[CH:71][C:70](B(O)O)=[CH:69][C:68]=2[C:76]#[N:77])[CH2:62][CH2:61]1)=[O:59])([CH3:56])([CH3:55])[CH3:54]. (5) Given the product [CH2:3]([N:7]([C:18]1[N:22]([CH3:23])[C:21]2[CH:24]=[CH:25][CH:26]=[CH:27][C:20]=2[N:19]=1)[S:8]([C:11]1[CH:16]=[CH:15][CH:14]=[CH:13][CH:12]=1)(=[O:10])=[O:9])[CH2:4][CH2:5][CH3:6], predict the reactants needed to synthesize it. The reactants are: [H-].[Na+].[CH2:3]([NH:7][S:8]([C:11]1[CH:16]=[CH:15][CH:14]=[CH:13][CH:12]=1)(=[O:10])=[O:9])[CH2:4][CH2:5][CH3:6].Cl[C:18]1[N:22]([CH3:23])[C:21]2[CH:24]=[CH:25][CH:26]=[CH:27][C:20]=2[N:19]=1.O. (6) Given the product [CH3:1][N:2]([C@H:3]1[CH2:7][CH2:6][NH:5][CH2:4]1)[C:15]1[C:24]2[C:19](=[CH:20][CH:21]=[CH:22][CH:23]=2)[CH:18]=[C:17]([C:25]2[NH:29][C:28](=[O:30])[NH:27][N:26]=2)[N:16]=1, predict the reactants needed to synthesize it. The reactants are: [CH3:1][N:2]([C:15]1[C:24]2[C:19](=[CH:20][CH:21]=[CH:22][CH:23]=2)[CH:18]=[C:17]([C:25]2[NH:29][C:28](=[O:30])[NH:27][N:26]=2)[N:16]=1)[C@H:3]1[CH2:7][CH2:6][N:5](C(OC(C)(C)C)=O)[CH2:4]1.C(O)(C(F)(F)F)=O. (7) The reactants are: [C@H:1]12[CH2:6][C@H:5]1[CH2:4][NH:3][C@@H:2]2[CH2:7][NH:8][C:9]([C:11]1[N:18]2[C:14]([S:15][CH:16]=[CH:17]2)=[N:13][C:12]=1[CH3:19])=[O:10].[CH3:20][C:21]1[CH:22]=[C:23]([C:33](O)=[O:34])[N:24]([C:26]2[CH:31]=[CH:30][C:29]([CH3:32])=[CH:28][CH:27]=2)[N:25]=1. Given the product [CH3:20][C:21]1[CH:22]=[C:23]([C:33]([N:3]2[CH2:4][C@H:5]3[C@H:1]([CH2:6]3)[C@H:2]2[CH2:7][NH:8][C:9]([C:11]2[N:18]3[C:14]([S:15][CH:16]=[CH:17]3)=[N:13][C:12]=2[CH3:19])=[O:10])=[O:34])[N:24]([C:26]2[CH:31]=[CH:30][C:29]([CH3:32])=[CH:28][CH:27]=2)[N:25]=1, predict the reactants needed to synthesize it. (8) Given the product [Cl:13][C:14]1[CH:22]=[CH:21][CH:20]=[CH:19][C:15]=1[C:16]1[N:6]=[C:4]([N:26]2[CH2:25][CH2:24][N:23]([C:29]([O:31][CH2:32][CH3:33])=[O:30])[CH2:28][CH2:27]2)[C:3]2[C:2](=[CH:10][CH:9]=[CH:8][C:7]=2[O:11][CH3:12])[N:1]=1, predict the reactants needed to synthesize it. The reactants are: [NH2:1][C:2]1[CH:10]=[CH:9][CH:8]=[C:7]([O:11][CH3:12])[C:3]=1[C:4]([NH2:6])=O.[Cl:13][C:14]1[CH:22]=[CH:21][CH:20]=[CH:19][C:15]=1[C:16](Cl)=O.[N:23]1([C:29]([O:31][CH2:32][CH3:33])=[O:30])[CH2:28][CH2:27][NH:26][CH2:25][CH2:24]1. (9) Given the product [Cl:15][CH2:16][CH2:17][CH2:18][N:7]1[CH2:6][CH:5]2[CH2:1][O:2][CH2:3][CH:4]2[CH2:8]1, predict the reactants needed to synthesize it. The reactants are: [CH2:1]1[CH:5]2[CH2:6][NH:7][CH2:8][CH:4]2[CH2:3][O:2]1.C([O-])([O-])=O.[K+].[K+].[Cl:15][CH2:16][CH2:17][CH2:18]Br.